Dataset: Forward reaction prediction with 1.9M reactions from USPTO patents (1976-2016). Task: Predict the product of the given reaction. (1) Given the reactants [Cl:1][CH2:2][C:3](Cl)=[O:4].[NH2:6][C:7]1[C:12]([CH3:13])=[CH:11][C:10]([Br:14])=[CH:9][N:8]=1.C(N(CC)CC)C, predict the reaction product. The product is: [Br:14][C:10]1[CH:11]=[C:12]([CH3:13])[C:7]([NH:6][C:3](=[O:4])[CH2:2][Cl:1])=[N:8][CH:9]=1. (2) The product is: [C:1]([O:5][C:6]([NH:8][C:9]([CH3:49])([CH3:48])[C:10]([NH:12][C@H:13]([CH2:38][C:39]1[C:47]2[C:42](=[CH:43][CH:44]=[CH:45][CH:46]=2)[NH:41][CH:40]=1)[C:14]([NH:16][C:17]1[N:18]=[C:19]([CH:22]([C:28]2[CH:37]=[CH:36][C:35]3[C:30](=[CH:31][CH:32]=[CH:33][CH:34]=3)[CH:29]=2)[C:23]([OH:25])=[O:24])[NH:20][CH:21]=1)=[O:15])=[O:11])=[O:7])([CH3:4])([CH3:2])[CH3:3]. Given the reactants [C:1]([O:5][C:6]([NH:8][C:9]([CH3:49])([CH3:48])[C:10]([NH:12][C@H:13]([CH2:38][C:39]1[C:47]2[C:42](=[CH:43][CH:44]=[CH:45][CH:46]=2)[NH:41][CH:40]=1)[C:14]([NH:16][C:17]1[N:18]=[C:19]([CH:22]([C:28]2[CH:37]=[CH:36][C:35]3[C:30](=[CH:31][CH:32]=[CH:33][CH:34]=3)[CH:29]=2)[C:23]([O:25]CC)=[O:24])[NH:20][CH:21]=1)=[O:15])=[O:11])=[O:7])([CH3:4])([CH3:3])[CH3:2].[OH-].[Li+].O1CCOCC1, predict the reaction product. (3) Given the reactants [CH3:1][O:2][C:3]1[CH:11]=[CH:10][C:6]([C:7]([NH2:9])=[O:8])=[CH:5][C:4]=1[C:12]([F:15])([F:14])[F:13].FC1C=C(C=C([N+:28]([O-:30])=[O:29])C=1OC)C(N)=O, predict the reaction product. The product is: [CH3:1][O:2][C:3]1[C:4]([C:12]([F:13])([F:14])[F:15])=[CH:5][C:6]([C:7]([NH2:9])=[O:8])=[CH:10][C:11]=1[N+:28]([O-:30])=[O:29]. (4) The product is: [CH2:11]([S:30][CH2:29][C@@H:28]([CH3:27])[C:31]([N:33]1[CH2:34][CH2:35][CH2:36][C@H:37]1[C:38]([OH:40])=[O:39])=[O:32])[CH2:12][CH2:13][CH2:14][CH2:15][CH2:16][CH2:17][CH2:18][CH2:19][CH2:20][CH2:21][CH2:22][CH2:23][CH2:24][CH2:25][CH3:26]. Given the reactants CCN(C(C)C)C(C)C.I[CH2:11][CH2:12][CH2:13][CH2:14][CH2:15][CH2:16][CH2:17][CH2:18][CH2:19][CH2:20][CH2:21][CH2:22][CH2:23][CH2:24][CH2:25][CH3:26].[CH3:27][C@@H:28]([C:31]([N:33]1[C@H:37]([C:38]([OH:40])=[O:39])[CH2:36][CH2:35][CH2:34]1)=[O:32])[CH2:29][SH:30].C1CCN2C(=NCCC2)CC1, predict the reaction product. (5) Given the reactants [N:1]1([NH:7][C:8]2[C:17]3[C:12](=[CH:13][CH:14]=[CH:15][CH:16]=3)[N:11]=[CH:10][C:9]=2[NH2:18])[CH2:6][CH2:5][O:4][CH2:3][CH2:2]1.C(N(CC)CC)C.[CH2:26]([O:28][CH2:29][C:30](Cl)=[O:31])[CH3:27], predict the reaction product. The product is: [CH2:26]([O:28][CH2:29][C:30]([NH:18][C:9]1[CH:10]=[N:11][C:12]2[C:17]([C:8]=1[NH:7][N:1]1[CH2:2][CH2:3][O:4][CH2:5][CH2:6]1)=[CH:16][CH:15]=[CH:14][CH:13]=2)=[O:31])[CH3:27]. (6) Given the reactants Cl[C:2]1[CH:7]=[C:6]([C:8]#[C:9][C:10]2[N:14]3[N:15]=[C:16]([C:19]4[CH:24]=[CH:23][C:22]([C:25]([N:27]5[CH2:32][CH2:31][O:30][CH2:29][CH2:28]5)=[O:26])=[CH:21][CH:20]=4)[CH:17]=[CH:18][C:13]3=[N:12][CH:11]=2)[CH:5]=[CH:4][N:3]=1.[NH2:33][C:34]1[CH:39]=[CH:38][CH:37]=[CH:36][CH:35]=1, predict the reaction product. The product is: [O:30]1[CH2:31][CH2:32][N:27]([C:25]([C:22]2[CH:23]=[CH:24][C:19]([C:16]3[CH:17]=[CH:18][C:13]4[N:14]([C:10]([C:9]#[C:8][C:6]5[CH:5]=[CH:4][N:3]=[C:2]([NH:33][C:34]6[CH:39]=[CH:38][CH:37]=[CH:36][CH:35]=6)[CH:7]=5)=[CH:11][N:12]=4)[N:15]=3)=[CH:20][CH:21]=2)=[O:26])[CH2:28][CH2:29]1. (7) The product is: [CH3:15][C:16]([CH3:22])([CH2:20][CH3:21])[CH2:17][C:18]1[N:14]=[CH:11][NH:12][CH:13]=1. Given the reactants CC1C=CC(S([CH2:11][N+:12]#[C-:13])(=O)=O)=CC=1.[NH3:14].[CH3:15][C:16]([CH3:22])([CH2:20][CH3:21])[CH2:17][CH:18]=O.Cl, predict the reaction product. (8) Given the reactants [Cl:1][C:2]1[CH:27]=[C:26]([Cl:28])[CH:25]=[CH:24][C:3]=1[O:4][C:5]1[CH:10]=[CH:9][CH:8]=[CH:7][C:6]=1[NH:11][S:12]([C:15]1[CH:23]=[CH:22][C:18]([C:19]([OH:21])=O)=[CH:17][CH:16]=1)(=[O:14])=[O:13].[N:29]1[CH:34]=[CH:33][C:32]([CH2:35][N:36]2[CH2:41][CH2:40][NH:39][CH2:38][CH2:37]2)=[CH:31][CH:30]=1, predict the reaction product. The product is: [Cl:1][C:2]1[CH:27]=[C:26]([Cl:28])[CH:25]=[CH:24][C:3]=1[O:4][C:5]1[CH:10]=[CH:9][CH:8]=[CH:7][C:6]=1[NH:11][S:12]([C:15]1[CH:23]=[CH:22][C:18]([C:19]([N:39]2[CH2:40][CH2:41][N:36]([CH2:35][C:32]3[CH:31]=[CH:30][N:29]=[CH:34][CH:33]=3)[CH2:37][CH2:38]2)=[O:21])=[CH:17][CH:16]=1)(=[O:13])=[O:14].